Dataset: Full USPTO retrosynthesis dataset with 1.9M reactions from patents (1976-2016). Task: Predict the reactants needed to synthesize the given product. (1) Given the product [C:39]([NH:1][C@@H:2]1[CH2:7][CH2:6][CH2:5][N:4]([C:8]2[CH:16]=[CH:15][C:11]([C:12]([NH2:14])=[O:13])=[C:10]([NH:17][C:18]3[CH:19]=[CH:20][C:21]([C:24]([N:26]4[CH2:31][CH2:30][O:29][CH2:28][CH2:27]4)=[O:25])=[CH:22][CH:23]=3)[N:9]=2)[CH2:3]1)(=[O:46])[C:40]1[CH:45]=[CH:44][CH:43]=[CH:42][CH:41]=1, predict the reactants needed to synthesize it. The reactants are: [NH2:1][C@@H:2]1[CH2:7][CH2:6][CH2:5][N:4]([C:8]2[CH:16]=[CH:15][C:11]([C:12]([NH2:14])=[O:13])=[C:10]([NH:17][C:18]3[CH:23]=[CH:22][C:21]([C:24]([N:26]4[CH2:31][CH2:30][O:29][CH2:28][CH2:27]4)=[O:25])=[CH:20][CH:19]=3)[N:9]=2)[CH2:3]1.CCN(CC)CC.[C:39](Cl)(=[O:46])[C:40]1[CH:45]=[CH:44][CH:43]=[CH:42][CH:41]=1. (2) Given the product [CH3:1][N:2]1[CH2:30][CH2:29][C:5]2[N:6]([CH2:14][CH:15]([C:23]3[CH:28]=[CH:27][N:26]=[CH:25][CH:24]=3)[CH2:16][CH2:17][NH2:31])[C:7]3[CH:8]=[CH:9][C:10]([CH3:13])=[CH:11][C:12]=3[C:4]=2[CH2:3]1, predict the reactants needed to synthesize it. The reactants are: [CH3:1][N:2]1[CH2:30][CH2:29][C:5]2[N:6]([CH2:14][CH:15]([C:23]3[CH:28]=[CH:27][N:26]=[CH:25][CH:24]=3)[CH2:16][CH2:17]OS(C)(=O)=O)[C:7]3[CH:8]=[CH:9][C:10]([CH3:13])=[CH:11][C:12]=3[C:4]=2[CH2:3]1.[NH3:31]. (3) Given the product [Br:1][C:2]1[CH:3]=[CH:4][C:5]([C:8]2[O:12][N:11]=[C:10]([C:13]([OH:15])=[O:14])[CH:9]=2)=[CH:6][CH:7]=1, predict the reactants needed to synthesize it. The reactants are: [Br:1][C:2]1[CH:7]=[CH:6][C:5]([C:8]2[O:12][N:11]=[C:10]([C:13]([O:15]CC)=[O:14])[CH:9]=2)=[CH:4][CH:3]=1.C(O)C.[OH-].[Na+]. (4) Given the product [Cl:13][CH2:9][C:6]1[S:7][CH:8]=[C:4]([CH:1]([CH3:3])[CH3:2])[N:5]=1, predict the reactants needed to synthesize it. The reactants are: [CH:1]([C:4]1[N:5]=[C:6]([CH2:9]O)[S:7][CH:8]=1)([CH3:3])[CH3:2].S(Cl)([Cl:13])=O. (5) Given the product [C:24]([O:21][C@H:19]1[CH2:18][CH2:17][C@@:16]2([CH3:22])[C@@H:15]([CH2:14][CH2:13][C@@H:12]3[C@@H:11]2[CH2:10][CH2:9][C@@:8]2([CH3:23])[C@H:7]3[CH2:6][CH2:5][C@@H:4]2[C:2](=[O:3])[CH3:1])[CH2:20]1)(=[O:26])[CH3:25], predict the reactants needed to synthesize it. The reactants are: [CH3:1][C:2]([C@@H:4]1[C@@:8]2([CH3:23])[CH2:9][CH2:10][C@@H:11]3[C@@:16]4([CH3:22])[CH2:17][CH2:18][C@H:19]([OH:21])[CH2:20][C@@H:15]4[CH2:14][CH2:13][C@H:12]3[C@@H:7]2[CH2:6][CH2:5]1)=[O:3].[C:24](OC(=O)C)(=[O:26])[CH3:25].Cl. (6) Given the product [C:33]([NH:56][C@@H:57]([CH3:61])[C:58]([O:12][CH2:11][C@@H:9]1[CH2:8][CH2:7][C@H:6]([N:5]2[CH:1]=[N:2][C:3]3[C:16](=[O:17])[N:15]=[CH:14][NH:13][C:4]2=3)[O:10]1)=[O:59])(=[O:55])[CH2:34][CH2:35]/[CH:36]=[CH:37]\[CH2:38]/[CH:39]=[CH:40]\[CH2:41]/[CH:42]=[CH:43]\[CH2:44]/[CH:45]=[CH:46]\[CH2:47]/[CH:48]=[CH:49]\[CH2:50]/[CH:51]=[CH:52]\[CH2:53][CH3:54], predict the reactants needed to synthesize it. The reactants are: [CH:1]1[N:5]([C@@H:6]2[O:10][C@H:9]([CH2:11][OH:12])[CH2:8][CH2:7]2)[C:4]2[N:13]=[CH:14][NH:15][C:16](=[O:17])[C:3]=2[N:2]=1.C1CCC(N=C=NC2CCCCC2)CC1.[C:33]([NH:56][C@@H:57]([CH3:61])[C:58](O)=[O:59])(=[O:55])[CH2:34][CH2:35]/[CH:36]=[CH:37]\[CH2:38]/[CH:39]=[CH:40]\[CH2:41]/[CH:42]=[CH:43]\[CH2:44]/[CH:45]=[CH:46]\[CH2:47]/[CH:48]=[CH:49]\[CH2:50]/[CH:51]=[CH:52]\[CH2:53][CH3:54].C(NC(C)C(O)=O)(=O)CC/C=C\C/C=C\C/C=C\C/C=C\C/C=C\C/C=C\CC.